Task: Predict the reactants needed to synthesize the given product.. Dataset: Full USPTO retrosynthesis dataset with 1.9M reactions from patents (1976-2016) (1) Given the product [Cl:2][C:3]1[N:11]=[C:10]2[C:6]([N:7]=[CH:8][N:9]2[C@@H:31]2[O:32][C@H:33]([CH2:34][O:35][C:36]([C:38]3[CH:39]=[CH:40][C:41]([CH3:44])=[CH:42][CH:43]=3)=[O:37])[C@@H:29]([O:28][C:26]([C:23]3[CH:22]=[CH:21][C:20]([CH3:46])=[CH:25][CH:24]=3)=[O:27])[CH2:30]2)=[C:5]([N:12]2[CH:16]=[CH:15][N:14]=[C:13]2[CH2:17][CH2:18][CH3:19])[N:4]=1, predict the reactants needed to synthesize it. The reactants are: [Na].[Cl:2][C:3]1[N:11]=[C:10]2[C:6]([NH:7][CH:8]=[N:9]2)=[C:5]([N:12]2[CH:16]=[CH:15][N:14]=[C:13]2[CH2:17][CH2:18][CH3:19])[N:4]=1.[C:20]1([CH3:46])[CH:25]=[CH:24][C:23]([C:26]([O:28][C@@H:29]2[C@@H:33]([CH2:34][O:35][C:36]([C:38]3[CH:43]=[CH:42][C:41]([CH3:44])=[CH:40][CH:39]=3)=[O:37])[O:32][C@H:31](Cl)[CH2:30]2)=[O:27])=[CH:22][CH:21]=1.CO.C(Cl)Cl. (2) Given the product [F:32][C:2]([F:1])([F:33])[CH2:3][N:4]1[C:8]([C:9]2[S:10][C:11]3[CH2:12][CH2:13][O:14][C:15]4[CH:22]=[C:21]([C:23]5[CH:24]=[N:25][N:26]([CH2:28][C:29]([NH2:42])=[O:30])[CH:27]=5)[CH:20]=[CH:19][C:16]=4[C:17]=3[N:18]=2)=[N:7][CH:6]=[N:5]1, predict the reactants needed to synthesize it. The reactants are: [F:1][C:2]([F:33])([F:32])[CH2:3][N:4]1[C:8]([C:9]2[S:10][C:11]3[CH2:12][CH2:13][O:14][C:15]4[CH:22]=[C:21]([C:23]5[CH:24]=[N:25][N:26]([CH2:28][C:29](O)=[O:30])[CH:27]=5)[CH:20]=[CH:19][C:16]=4[C:17]=3[N:18]=2)=[N:7][CH:6]=[N:5]1.O1CCCC1.C([N:42](CC)C(C)C)(C)C.[Cl-].[NH4+].F[P-](F)(F)(F)(F)F.C[N+](C)=C(N(C)C)ON1C2N=CC=CC=2N=N1. (3) Given the product [C:22]([O:21][C:19]([NH:10][C@@H:11]([CH2:12][CH:13]([CH3:14])[CH3:15])[C:16]([NH:33][NH:32][C:30](=[O:43])[CH2:31][CH:26]1[CH2:6][CH2:4][NH:3][CH2:7][CH2:9]1)=[O:18])=[O:20])([CH3:25])([CH3:24])[CH3:23], predict the reactants needed to synthesize it. The reactants are: CC[N:3]([CH:7]([CH3:9])C)[CH:4]([CH3:6])C.[NH:10]([C:19]([O:21][C:22]([CH3:25])([CH3:24])[CH3:23])=[O:20])[C@@H:11]([C:16]([OH:18])=O)[CH2:12][CH:13]([CH3:15])[CH3:14].[CH:26]1C=CC2N(O)[N:33]=[N:32][C:30]=2[CH:31]=1.CN(C([O:43]N1N=NC2C=CC=CC1=2)=[N+](C)C)C.F[P-](F)(F)(F)(F)F. (4) Given the product [Br:25][C:8]1[C:7](=[O:10])[C:6]([O:11][CH2:12][C:13]2[CH:14]=[CH:15][CH:16]=[CH:17][CH:18]=2)=[C:5]([C:19]([O:21][CH3:22])=[O:20])[N:4]([CH2:3][CH:2]([OH:1])[CH2:23][OH:24])[CH:9]=1, predict the reactants needed to synthesize it. The reactants are: [OH:1][CH:2]([CH2:23][OH:24])[CH2:3][N:4]1[CH:9]=[CH:8][C:7](=[O:10])[C:6]([O:11][CH2:12][C:13]2[CH:18]=[CH:17][CH:16]=[CH:15][CH:14]=2)=[C:5]1[C:19]([O:21][CH3:22])=[O:20].[Br:25]N1C(=O)CCC1=O. (5) Given the product [Br:1][C:2]1[CH:3]=[C:4]2[C:9](=[CH:10][CH:11]=1)[C:8](=[O:12])[N:7]([CH2:13][C:14]1[CH:15]=[CH:16][C:17]([S:20]([CH3:23])(=[O:21])=[O:22])=[CH:18][CH:19]=1)[C:6]([CH:24]([OH:25])[CH3:32])=[C:5]2[C:26]1[CH:27]=[CH:28][CH:29]=[CH:30][CH:31]=1, predict the reactants needed to synthesize it. The reactants are: [Br:1][C:2]1[CH:3]=[C:4]2[C:9](=[CH:10][CH:11]=1)[C:8](=[O:12])[N:7]([CH2:13][C:14]1[CH:19]=[CH:18][C:17]([S:20]([CH3:23])(=[O:22])=[O:21])=[CH:16][CH:15]=1)[C:6]([CH:24]=[O:25])=[C:5]2[C:26]1[CH:31]=[CH:30][CH:29]=[CH:28][CH:27]=1.[CH3:32][Mg]Br.O. (6) The reactants are: C(OC([N:8]1[CH2:13][C@H:12]([O:14][CH2:15][C:16]2[CH:25]=[C:24]([O:26][CH3:27])[C:23]3[C:18](=[CH:19][CH:20]=[CH:21][CH:22]=3)[CH:17]=2)[C@@H:11]([C:28]2[CH:33]=[CH:32][C:31]([O:34][CH2:35][CH2:36][CH2:37][O:38][CH2:39][C:40]3[CH:45]=[CH:44][CH:43]=[CH:42][C:41]=3[O:46][CH3:47])=[CH:30][CH:29]=2)[C@H:10]([O:48][CH2:49][C@H:50]([OH:57])[CH2:51][O:52][CH2:53][CH2:54][O:55][CH3:56])[CH2:9]1)=O)(C)(C)C.Cl. Given the product [CH3:47][O:46][C:41]1[CH:42]=[CH:43][CH:44]=[CH:45][C:40]=1[CH2:39][O:38][CH2:37][CH2:36][CH2:35][O:34][C:31]1[CH:32]=[CH:33][C:28]([C@@H:11]2[C@@H:12]([O:14][CH2:15][C:16]3[CH:25]=[C:24]([O:26][CH3:27])[C:23]4[C:18](=[CH:19][CH:20]=[CH:21][CH:22]=4)[CH:17]=3)[CH2:13][NH:8][CH2:9][C@H:10]2[O:48][CH2:49][C@H:50]([OH:57])[CH2:51][O:52][CH2:53][CH2:54][O:55][CH3:56])=[CH:29][CH:30]=1, predict the reactants needed to synthesize it. (7) Given the product [Br:34][C:23]1[CH:24]=[CH:25][C:26]2[N:14]([C:4]3[C:5]4[S:6][C:7]5[CH:13]=[CH:12][CH:11]=[CH:10][C:8]=5[C:9]=4[CH:1]=[CH:2][CH:3]=3)[C:15]3[C:20]([C:21]=2[CH:22]=1)=[CH:19][CH:18]=[CH:17][CH:16]=3, predict the reactants needed to synthesize it. The reactants are: [CH:1]1[C:9]2[C:8]3[CH:10]=[CH:11][CH:12]=[CH:13][C:7]=3[S:6][C:5]=2[C:4]([N:14]2[C:26]3[CH:25]=[CH:24][CH:23]=[CH:22][C:21]=3[C:20]3[C:15]2=[CH:16][CH:17]=[CH:18][CH:19]=3)=[CH:3][CH:2]=1.C1C(=O)N([Br:34])C(=O)C1.O. (8) The reactants are: [N:1]1([C:7]2[CH:8]=[CH:9][C:10]3[N:11]([C:13]([C:16]([F:19])([F:18])[F:17])=[N:14][N:15]=3)[N:12]=2)[CH2:6][CH2:5][NH:4][CH2:3][CH2:2]1.[NH:20]1[C:28]2[C:23](=[CH:24][CH:25]=[CH:26][CH:27]=2)[C:22]([CH:29]=O)=[CH:21]1. Given the product [NH:20]1[C:28]2[C:23](=[CH:24][CH:25]=[CH:26][CH:27]=2)[C:22]([CH2:29][N:4]2[CH2:3][CH2:2][N:1]([C:7]3[CH:8]=[CH:9][C:10]4[N:11]([C:13]([C:16]([F:17])([F:18])[F:19])=[N:14][N:15]=4)[N:12]=3)[CH2:6][CH2:5]2)=[CH:21]1, predict the reactants needed to synthesize it. (9) Given the product [Cl:2][CH2:3][CH2:4][CH2:5][N:6]([CH2:11][CH2:12][CH2:13][CH3:14])[CH2:7][CH2:8][CH2:9][CH3:10], predict the reactants needed to synthesize it. The reactants are: Cl.[Cl:2][CH2:3][CH2:4][CH2:5][N:6]([CH2:11][CH2:12][CH2:13][CH3:14])[CH2:7][CH2:8][CH2:9][CH3:10].N.